Task: Regression. Given a peptide amino acid sequence and an MHC pseudo amino acid sequence, predict their binding affinity value. This is MHC class I binding data.. Dataset: Peptide-MHC class I binding affinity with 185,985 pairs from IEDB/IMGT (1) The peptide sequence is FLFLMSGKGI. The MHC is HLA-A02:03 with pseudo-sequence HLA-A02:03. The binding affinity (normalized) is 0.774. (2) The peptide sequence is KLLWFLTGT. The MHC is HLA-A11:01 with pseudo-sequence HLA-A11:01. The binding affinity (normalized) is 0.112. (3) The binding affinity (normalized) is 0.286. The MHC is HLA-B07:02 with pseudo-sequence HLA-B07:02. The peptide sequence is SVNCFTSLVWAPL.